This data is from Full USPTO retrosynthesis dataset with 1.9M reactions from patents (1976-2016). The task is: Predict the reactants needed to synthesize the given product. (1) Given the product [CH3:22][CH:21]([CH3:23])[CH2:20][CH:19]([C:24]1[CH:33]=[CH:32][C:27]([C:28]([O:30][CH3:31])=[O:29])=[CH:26][N:25]=1)[O:15][C:12]1[CH:13]=[CH:14][C:9]([C:6]2[CH:7]=[CH:8][C:3]([C:2]([F:16])([F:17])[F:1])=[CH:4][CH:5]=2)=[CH:10][CH:11]=1, predict the reactants needed to synthesize it. The reactants are: [F:1][C:2]([F:17])([F:16])[C:3]1[CH:8]=[CH:7][C:6]([C:9]2[CH:14]=[CH:13][C:12]([OH:15])=[CH:11][CH:10]=2)=[CH:5][CH:4]=1.O[CH:19]([C:24]1[CH:33]=[CH:32][C:27]([C:28]([O:30][CH3:31])=[O:29])=[CH:26][N:25]=1)[CH2:20][CH:21]([CH3:23])[CH3:22].C1(P(C2C=CC=CC=2)C2C=CC=CC=2)C=CC=CC=1.N(C(OC(C)C)=O)=NC(OC(C)C)=O. (2) Given the product [CH3:30][NH:31][C:26]([C:22]1[CH:21]=[C:20]2[C:25](=[CH:24][CH:23]=1)[N:17]([CH:14]1[CH2:15][CH2:16][N:11]([C:9]([O:8][CH2:1][C:2]3[CH:7]=[CH:6][CH:5]=[CH:4][CH:3]=3)=[O:10])[CH2:12][CH2:13]1)[C:18](=[O:29])[CH2:19]2)=[O:27], predict the reactants needed to synthesize it. The reactants are: [CH2:1]([O:8][C:9]([N:11]1[CH2:16][CH2:15][CH:14]([N:17]2[C:25]3[C:20](=[CH:21][C:22]([C:26](O)=[O:27])=[CH:23][CH:24]=3)[CH2:19][C:18]2=[O:29])[CH2:13][CH2:12]1)=[O:10])[C:2]1[CH:7]=[CH:6][CH:5]=[CH:4][CH:3]=1.[CH3:30][NH2:31].O1CCCC1.Cl. (3) Given the product [C:1]([O:4][CH2:5][C:6]1[CH:15]=[CH:14][C:13]2[C:8](=[C:9]([Cl:20])[C:10]([OH:16])=[CH:11][CH:12]=2)[N:7]=1)(=[O:3])[CH3:2], predict the reactants needed to synthesize it. The reactants are: [C:1]([O:4][CH2:5][C:6]1[CH:15]=[CH:14][C:13]2[C:8](=[C:9]([Cl:20])[C:10]([O:16]COC)=[CH:11][CH:12]=2)[N:7]=1)(=[O:3])[CH3:2]. (4) Given the product [CH2:13]([O:12][C:11]1[CH:10]=[CH:9][C:4]([C:5]([O:7][CH3:8])=[O:6])=[CH:3][C:2]=1[NH:1][C:30]([C:27]1([N:21]2[CH2:26][CH2:25][O:24][CH2:23][CH2:22]2)[CH2:29][CH2:28]1)=[O:31])[C:14]1[CH:19]=[CH:18][CH:17]=[CH:16][CH:15]=1, predict the reactants needed to synthesize it. The reactants are: [NH2:1][C:2]1[CH:3]=[C:4]([CH:9]=[CH:10][C:11]=1[O:12][CH2:13][C:14]1[CH:19]=[CH:18][CH:17]=[CH:16][CH:15]=1)[C:5]([O:7][CH3:8])=[O:6].Cl.[N:21]1([C:27]2([C:30](O)=[O:31])[CH2:29][CH2:28]2)[CH2:26][CH2:25][O:24][CH2:23][CH2:22]1.F[P-](F)(F)(F)(F)F.N1(O[P+](N2CCCC2)(N2CCCC2)N2CCCC2)C2C=CC=CC=2N=N1.C(N(C(C)C)CC)(C)C.